Dataset: Catalyst prediction with 721,799 reactions and 888 catalyst types from USPTO. Task: Predict which catalyst facilitates the given reaction. (1) Reactant: Br[C:2]1[C:3]([O:11][CH2:12][CH3:13])=[N:4][C:5]([O:8][CH2:9][CH3:10])=[N:6][CH:7]=1.[B:14]1(B2OC(C)(C)C(C)(C)O2)[O:18]C(C)(C)C(C)(C)[O:15]1.C([O-])(=O)C.[K+]. Product: [CH2:9]([O:8][C:5]1[N:4]=[C:3]([O:11][CH2:12][CH3:13])[C:2]([B:14]([OH:18])[OH:15])=[CH:7][N:6]=1)[CH3:10]. The catalyst class is: 77. (2) Reactant: O=[C:2]1[CH2:5][CH:4]([C:6]([O:8][CH3:9])=[O:7])[CH2:3]1.[CH3:10][NH:11][CH3:12].C(O[BH-](OC(=O)C)OC(=O)C)(=O)C.[Na+].[OH-].[Na+]. Product: [CH3:10][N:11]([CH3:12])[CH:2]1[CH2:5][CH:4]([C:6]([O:8][CH3:9])=[O:7])[CH2:3]1. The catalyst class is: 25.